Dataset: Full USPTO retrosynthesis dataset with 1.9M reactions from patents (1976-2016). Task: Predict the reactants needed to synthesize the given product. (1) The reactants are: Cl.Cl.Cl.[O:4]1[C:8]2=[C:9]([N:13]3[CH2:18][CH2:17][N:16]([CH2:19][CH2:20][C@H:21]4[CH2:26][CH2:25][C@H:24]([NH2:27])[CH2:23][CH2:22]4)[CH2:15][CH2:14]3)[N:10]=[CH:11][CH:12]=[C:7]2[CH2:6][CH2:5]1.C(N(CC)C(C)C)(C)C.[C:37](O)(=[O:39])[CH3:38].CN(C(ON1N=NC2C=CC=CC1=2)=[N+](C)C)C.[B-](F)(F)(F)F.[OH-].[Na+]. Given the product [O:4]1[C:8]2=[C:9]([N:13]3[CH2:18][CH2:17][N:16]([CH2:19][CH2:20][C@H:21]4[CH2:26][CH2:25][C@H:24]([NH:27][C:37](=[O:39])[CH3:38])[CH2:23][CH2:22]4)[CH2:15][CH2:14]3)[N:10]=[CH:11][CH:12]=[C:7]2[CH2:6][CH2:5]1, predict the reactants needed to synthesize it. (2) Given the product [C:64]([C:67]1[CH:72]=[C:71]([C:2]2[CH:7]=[C:6]([C:8]3[CH:13]=[CH:12][CH:11]=[CH:10][CH:9]=3)[N:5]=[C:4]([NH:14][C:15](=[O:32])[CH2:16][CH2:17][C:18]([C:20]3[CH:25]=[CH:24][C:23]([O:26][CH2:27][CH3:28])=[C:22]([O:29][CH2:30][CH3:31])[CH:21]=3)=[O:19])[CH:3]=2)[CH:70]=[CH:69][CH:68]=1)(=[O:66])[CH3:65], predict the reactants needed to synthesize it. The reactants are: Cl[C:2]1[CH:7]=[C:6]([C:8]2[CH:13]=[CH:12][CH:11]=[CH:10][CH:9]=2)[N:5]=[C:4]([NH:14][C:15](=[O:32])[CH2:16][CH2:17][C:18]([C:20]2[CH:25]=[CH:24][C:23]([O:26][CH2:27][CH3:28])=[C:22]([O:29][CH2:30][CH3:31])[CH:21]=2)=[O:19])[CH:3]=1.C1(C2C=CC=CC=2)C=CC=CC=1P(C1CCCCC1)C1CCCCC1.C(=O)([O-])[O-].[K+].[K+].[C:64]([C:67]1[CH:68]=[C:69](B(O)O)[CH:70]=[CH:71][CH:72]=1)(=[O:66])[CH3:65]. (3) Given the product [F:11][C:10]1[CH:9]=[C:8]([NH:12][S:13]([CH3:16])(=[O:15])=[O:14])[C:7]([CH3:17])=[CH:6][C:5]=1[C@H:3]([NH:2][C:33]([C@H:28]1[CH2:27][CH2:26][C:25]2[N:24]=[C:23]([C:20]([CH3:22])([CH3:21])[C:19]([F:37])([F:36])[F:18])[CH:32]=[CH:31][C:30]=2[CH2:29]1)=[O:34])[CH3:4], predict the reactants needed to synthesize it. The reactants are: Cl.[NH2:2][C@@H:3]([C:5]1[C:10]([F:11])=[CH:9][C:8]([NH:12][S:13]([CH3:16])(=[O:15])=[O:14])=[C:7]([CH3:17])[CH:6]=1)[CH3:4].[F:18][C:19]([F:37])([F:36])[C:20]([C:23]1[CH:32]=[CH:31][C:30]2[CH2:29][C@@H:28]([C:33](O)=[O:34])[CH2:27][CH2:26][C:25]=2[N:24]=1)([CH3:22])[CH3:21].C(N(CC)C(C)C)(C)C.F[P-](F)(F)(F)(F)F.C[N+](C)=C(N(C)C)ON1C2N=CC=CC=2N=N1. (4) Given the product [CH2:1]([O:5][C:6]1[C:7]([CH:11]2[CH:16]3[CH2:17][CH2:18][N:13]([CH2:14][CH2:15]3)[CH2:12]2)=[N:8][NH:9][CH:10]=1)[CH2:2][CH2:3][CH2:4][CH3:19], predict the reactants needed to synthesize it. The reactants are: [CH2:1]([O:5][C:6]1[C:7]([CH:11]2[CH:16]3[CH2:17][CH2:18][N:13]([CH2:14][CH2:15]3)[CH2:12]2)=[N:8][NH:9][CH:10]=1)[CH2:2][CH2:3][CH3:4].[CH2:19](O)CCCC.IC1C(C2C3CCN(CC3)C2)=NN(COCC[Si](C)(C)C)C=1.CCO. (5) Given the product [CH:3]([C:4]1[CH:5]=[CH:6][C:7]([N+:29]([O-:31])=[O:30])=[C:8]([NH:10][C:11]2[S:12][C:13]([C:26]([NH2:28])=[O:27])=[C:14]([C:16]3[CH:21]=[CH:20][CH:19]=[C:18]([C:22]([F:23])([F:24])[F:25])[CH:17]=3)[N:15]=2)[CH:9]=1)=[O:2], predict the reactants needed to synthesize it. The reactants are: C[O:2][CH:3](OC)[C:4]1[CH:5]=[CH:6][C:7]([N+:29]([O-:31])=[O:30])=[C:8]([NH:10][C:11]2[S:12][C:13]([C:26]([NH2:28])=[O:27])=[C:14]([C:16]3[CH:21]=[CH:20][CH:19]=[C:18]([C:22]([F:25])([F:24])[F:23])[CH:17]=3)[N:15]=2)[CH:9]=1.C(#N)C.Cl. (6) Given the product [NH:1]([C:22]([O:24][C:25]([CH3:26])([CH3:28])[CH3:27])=[O:23])[C@H:2]([C:13]([O:15][CH:16]1[CH2:21][CH2:20][CH2:19][CH2:18][CH2:17]1)=[O:14])[C@@H:3]([CH3:12])[OH:4], predict the reactants needed to synthesize it. The reactants are: [NH:1]([C:22]([O:24][C:25]([CH3:28])([CH3:27])[CH3:26])=[O:23])[C@H:2]([C:13]([O:15][CH:16]1[CH2:21][CH2:20][CH2:19][CH2:18][CH2:17]1)=[O:14])[C@@H:3]([CH3:12])[O:4]CC1C=CC=CC=1.CCCCCC. (7) Given the product [CH3:28][C:21]1[CH:22]=[C:16]2[C:15]3[C@@H:11]([CH2:10][CH2:9][NH:8][C:6](=[O:5])[CH3:29])[CH2:12][CH2:13][C:14]=3[CH:19]=[CH:18][N:17]2[N:20]=1, predict the reactants needed to synthesize it. The reactants are: C([O:5][C:6]([NH:8][CH2:9][CH2:10][C@@H:11]1[C:15]2[C:16]3[N:17]([N:20]=[C:21]([CH3:28])[C:22]=3C(OCC)=O)[CH:18]=[CH:19][C:14]=2[CH2:13][CH2:12]1)=O)(C)(C)C.[CH2:29](N(CC)CC)C.C(OC(=O)C)(=O)C.O. (8) Given the product [F:32][C:29]1[CH:30]=[CH:31][C:26]([CH2:25][C@H:16]([NH:15][C:11]([C:9]2[NH:10][C:4]3[CH:3]=[C:2]([Cl:1])[N:7]=[CH:6][C:5]=3[CH:8]=2)=[O:13])[C:17]([N:19]2[CH2:23][CH2:22][C@H:21]([OH:24])[CH2:20]2)=[O:18])=[CH:27][CH:28]=1, predict the reactants needed to synthesize it. The reactants are: [Cl:1][C:2]1[N:7]=[CH:6][C:5]2[CH:8]=[C:9]([C:11]([OH:13])=O)[NH:10][C:4]=2[CH:3]=1.Cl.[NH2:15][C@@H:16]([CH2:25][C:26]1[CH:31]=[CH:30][C:29]([F:32])=[CH:28][CH:27]=1)[C:17]([N:19]1[CH2:23][CH2:22][C@H:21]([OH:24])[CH2:20]1)=[O:18]. (9) Given the product [CH3:29][O:28][C:25]1[CH:26]=[CH:27][C:21]2[CH2:20][CH2:19][C:18]3[C:17]([CH3:30])=[N:16][N:15]([C:12]4[CH:13]=[CH:14][C:9]([OH:8])=[CH:10][CH:11]=4)[C:23]=3[C:22]=2[CH:24]=1, predict the reactants needed to synthesize it. The reactants are: C([O:8][C:9]1[CH:14]=[CH:13][C:12]([N:15]2[C:23]3[C:22]4[CH:24]=[C:25]([O:28][CH3:29])[CH:26]=[CH:27][C:21]=4[CH2:20][CH2:19][C:18]=3[C:17]([CH3:30])=[N:16]2)=[CH:11][CH:10]=1)C1C=CC=CC=1.